Regression/Classification. Given a drug SMILES string, predict its absorption, distribution, metabolism, or excretion properties. Task type varies by dataset: regression for continuous measurements (e.g., permeability, clearance, half-life) or binary classification for categorical outcomes (e.g., BBB penetration, CYP inhibition). Dataset: cyp2d6_veith. From a dataset of CYP2D6 inhibition data for predicting drug metabolism from PubChem BioAssay. The drug is CC(C)[C@@H]1CN[C@H](C(=O)O)[C@@H]1CC(=O)O. The result is 0 (non-inhibitor).